The task is: Predict the reaction yield, written as a fraction of the theoretical maximum amount of product (1.0 means a 100% yield; for example, 0.34 means a 34% yield).. This data is from Reaction yield outcomes from USPTO patents with 853,638 reactions. (1) The reactants are [CH2:1]([O:3][C:4]1[CH:5]=[C:6](B(O)O)[CH:7]=[CH:8][CH:9]=1)[CH3:2].Br[C:14]1[CH:15]=[CH:16][C:17]([F:23])=[C:18]([N+:20]([O-:22])=[O:21])[CH:19]=1.C(=O)([O-])[O-].[Na+].[Na+]. The catalyst is C1(C)C=CC=CC=1.C(O)C.C1C=CC([P]([Pd]([P](C2C=CC=CC=2)(C2C=CC=CC=2)C2C=CC=CC=2)([P](C2C=CC=CC=2)(C2C=CC=CC=2)C2C=CC=CC=2)[P](C2C=CC=CC=2)(C2C=CC=CC=2)C2C=CC=CC=2)(C2C=CC=CC=2)C2C=CC=CC=2)=CC=1. The product is [F:23][C:17]1[CH:16]=[CH:15][C:14]([C:6]2[CH:7]=[CH:8][CH:9]=[C:4]([O:3][CH2:1][CH3:2])[CH:5]=2)=[CH:19][C:18]=1[N+:20]([O-:22])=[O:21]. The yield is 0.900. (2) The reactants are C([O:3][C:4](=[O:24])[CH:5]([C:7]1[CH:23]=[CH:22][C:10]2[N:11]=[C:12]([NH:14][C:15]([O:17][C:18]([CH3:21])([CH3:20])[CH3:19])=[O:16])[S:13][C:9]=2[CH:8]=1)[CH3:6])C.[OH-].[Na+].C(O)(=O)C. The catalyst is C1COCC1.O. The product is [C:18]([O:17][C:15]([NH:14][C:12]1[S:13][C:9]2[CH:8]=[C:7]([CH:5]([CH3:6])[C:4]([OH:24])=[O:3])[CH:23]=[CH:22][C:10]=2[N:11]=1)=[O:16])([CH3:21])([CH3:19])[CH3:20]. The yield is 1.00. (3) The reactants are [NH2:1][C:2]1[CH:3]=[CH:4][C:5](Br)=[C:6]2[C:10]=1[C:9](=[O:11])[NH:8][CH2:7]2.C([Sn](CCCC)(CCCC)[C:18]1[S:19][CH:20]=[CH:21][CH:22]=1)CCC. The catalyst is C1COCC1.Cl[Pd](Cl)([P](C1C=CC=CC=1)(C1C=CC=CC=1)C1C=CC=CC=1)[P](C1C=CC=CC=1)(C1C=CC=CC=1)C1C=CC=CC=1. The product is [NH2:1][C:2]1[CH:3]=[CH:4][C:5]([C:18]2[S:19][CH:20]=[CH:21][CH:22]=2)=[C:6]2[C:10]=1[C:9](=[O:11])[NH:8][CH2:7]2. The yield is 0.540. (4) The product is [CH3:8][C:5]1[CH:6]=[CH:7][C:2]([NH:19][S:16]([C:13]2[CH:14]=[CH:15][C:10]([CH3:9])=[CH:11][CH:12]=2)(=[O:17])=[O:18])=[CH:3][CH:4]=1. The catalyst is [Cu]I.CN(C)C=O. The yield is 0.960. The reactants are I[C:2]1[CH:7]=[CH:6][C:5]([CH3:8])=[CH:4][CH:3]=1.[CH3:9][C:10]1[CH:11]=[CH:12][C:13]([S:16]([NH2:19])(=[O:18])=[O:17])=[CH:14][CH:15]=1.C([O-])([O-])=O.[K+].[K+].CN[C@@H]1CCCC[C@H]1NC.[NH4+].[Cl-]. (5) The reactants are [CH3:1][C:2]([CH3:33])([CH3:32])[CH2:3][C:4]([NH:6][C:7]1[C:8]([CH3:31])=[C:9]([CH3:30])[C:10]2[O:14][CH2:13][CH:12]([C:15]3[CH:16]=[C:17](/[CH:21]=[CH:22]/[C:23]([O:25][CH2:26][CH3:27])=[O:24])[CH:18]=[CH:19][CH:20]=3)[C:11]=2[C:28]=1[CH3:29])=[O:5].C(OCC)(=O)C. The catalyst is [Pd].C(O)C. The product is [CH3:32][C:2]([CH3:1])([CH3:33])[CH2:3][C:4]([NH:6][C:7]1[C:8]([CH3:31])=[C:9]([CH3:30])[C:10]2[O:14][CH2:13][CH:12]([C:15]3[CH:16]=[C:17]([CH2:21][CH2:22][C:23]([O:25][CH2:26][CH3:27])=[O:24])[CH:18]=[CH:19][CH:20]=3)[C:11]=2[C:28]=1[CH3:29])=[O:5]. The yield is 0.810. (6) The yield is 0.490. The product is [CH3:1][C:2]1[CH:3]=[CH:4][C:5]([S:8]([O:11][CH2:12][CH:13]2[CH2:22][CH2:21][C:20]3[C:15](=[C:16]([Br:24])[CH:17]=[C:18]([F:23])[CH:19]=3)[O:14]2)(=[O:10])=[O:9])=[CH:6][CH:7]=1. The catalyst is C(O)C.[Pt]. The reactants are [CH3:1][C:2]1[CH:7]=[CH:6][C:5]([S:8]([O:11][CH2:12][CH:13]2[CH:22]=[CH:21][C:20]3[C:15](=[C:16]([Br:24])[CH:17]=[C:18]([F:23])[CH:19]=3)[O:14]2)(=[O:10])=[O:9])=[CH:4][CH:3]=1.[H][H]. (7) The reactants are [CH2:1]([O:8][CH2:9][C@@H:10]1[CH2:12][O:11]1)[C:2]1[CH:7]=[CH:6][CH:5]=[CH:4][CH:3]=1.O.[NH2:14][NH2:15].C[O-].[Na+].[C:19](=[O:26])(OCC)OCC. No catalyst specified. The product is [NH2:14][N:15]1[CH2:12][C@@H:10]([CH2:9][O:8][CH2:1][C:2]2[CH:3]=[CH:4][CH:5]=[CH:6][CH:7]=2)[O:11][C:19]1=[O:26]. The yield is 0.610. (8) The yield is 0.850. The reactants are [C:1]1([CH:8]=[CH:7][CH:6]=[C:4]([OH:5])[CH:3]=1)O.[BrH:9].C(O)(=[O:12])C.[C:14]([CH:17]1[CH2:22][CH2:21]O[C:18]1=[O:19])(=O)[CH3:15]. The catalyst is O. The product is [Br:9][CH2:21][CH2:22][C:17]1[C:18](=[O:19])[O:5][C:4]2[C:6]([C:14]=1[CH3:15])=[CH:7][C:8]([OH:12])=[CH:1][CH:3]=2.